Dataset: Catalyst prediction with 721,799 reactions and 888 catalyst types from USPTO. Task: Predict which catalyst facilitates the given reaction. (1) Reactant: C([O:3][C:4](=[O:27])[CH2:5][N:6]1[C:11]2[N:12]=[CH:13][CH:14]=[CH:15][C:10]=2[C:9](=[O:16])[N:8]=[C:7]1[CH2:17][CH2:18][C:19]1[CH:24]=[CH:23][C:22]([F:25])=[CH:21][C:20]=1[F:26])C.[OH-].[Li+]. Product: [F:26][C:20]1[CH:21]=[C:22]([F:25])[CH:23]=[CH:24][C:19]=1[CH2:18][CH2:17][C:7]1[N:6]([CH2:5][C:4]([OH:27])=[O:3])[C:11]2[N:12]=[CH:13][CH:14]=[CH:15][C:10]=2[C:9](=[O:16])[N:8]=1. The catalyst class is: 40. (2) Reactant: [C:1]1([C@@H:7]([NH:10][C:11]([C:13]2[C:22]3[C:17](=[CH:18][CH:19]=[CH:20][CH:21]=3)[N:16]=[C:15]([C:23]3[CH:28]=[CH:27][CH:26]=[CH:25][CH:24]=3)[C:14]=2[CH2:29][N:30]2[CH2:35][CH2:34][NH:33][CH2:32][CH2:31]2)=[O:12])[CH2:8][CH3:9])[CH:6]=[CH:5][CH:4]=[CH:3][CH:2]=1.[C:36]1(=[O:42])[O:41][C:39](=[O:40])[CH2:38][CH2:37]1.[CH3:43]C(C)=O. Product: [CH3:9][CH:8]([CH3:43])[C@H:7]([NH:10][C:11]([C:13]1[C:22]2[C:17](=[CH:18][CH:19]=[CH:20][CH:21]=2)[N:16]=[C:15]([C:23]2[CH:24]=[CH:25][CH:26]=[CH:27][CH:28]=2)[C:14]=1[CH2:29][N:30]1[CH2:31][CH2:32][N:33]([C:36](=[O:42])[CH2:37][CH2:38][C:39]([OH:41])=[O:40])[CH2:34][CH2:35]1)=[O:12])[C:1]1[CH:2]=[CH:3][CH:4]=[CH:5][CH:6]=1. The catalyst class is: 2. (3) Reactant: Br[C:2]1[CH:11]=[CH:10][CH:9]=[C:8]2[C:3]=1[CH:4]=[CH:5][N:6]=[C:7]2[C:12]1[CH:19]=[CH:18][C:15]([C:16]#[N:17])=[C:14]([NH:20][CH:21]2[CH2:26][CH2:25][CH:24]([OH:27])[CH2:23][CH2:22]2)[CH:13]=1.[B:28]1([B:28]2[O:32][C:31]([CH3:34])([CH3:33])[C:30]([CH3:36])([CH3:35])[O:29]2)[O:32][C:31]([CH3:34])([CH3:33])[C:30]([CH3:36])([CH3:35])[O:29]1.C([O-])(=O)C.[K+].C(Cl)(Cl)Cl. Product: [OH:27][CH:24]1[CH2:23][CH2:22][CH:21]([NH:20][C:14]2[CH:13]=[C:12]([C:7]3[C:8]4[C:3](=[C:2]([B:28]5[O:32][C:31]([CH3:34])([CH3:33])[C:30]([CH3:36])([CH3:35])[O:29]5)[CH:11]=[CH:10][CH:9]=4)[CH:4]=[CH:5][N:6]=3)[CH:19]=[CH:18][C:15]=2[C:16]#[N:17])[CH2:26][CH2:25]1. The catalyst class is: 12.